Dataset: Catalyst prediction with 721,799 reactions and 888 catalyst types from USPTO. Task: Predict which catalyst facilitates the given reaction. Reactant: [Br:1][C:2]1[CH:7]=[CH:6][C:5]([OH:8])=[CH:4][C:3]=1[F:9].CN(C=O)C.C(=O)([O-])[O-].[K+].[K+].[CH2:21](Br)[C:22]1[CH:27]=[CH:26][CH:25]=[CH:24][CH:23]=1. Product: [CH2:21]([O:8][C:5]1[CH:6]=[CH:7][C:2]([Br:1])=[C:3]([F:9])[CH:4]=1)[C:22]1[CH:27]=[CH:26][CH:25]=[CH:24][CH:23]=1. The catalyst class is: 6.